This data is from Catalyst prediction with 721,799 reactions and 888 catalyst types from USPTO. The task is: Predict which catalyst facilitates the given reaction. (1) Reactant: [NH2:1][C:2]1[N:11]2[N:12]=[C:13]([CH2:15][N:16]3[CH2:25][C:24]4[N:23]=[CH:22][CH:21]=[CH:20][C:19]=4[CH2:18][CH2:17]3)[N:14]=[C:10]2[C:9]2[C:4](=[C:5]([OH:26])[CH:6]=[CH:7][CH:8]=2)[N:3]=1.C([O-])([O-])=O.[Cs+].[Cs+].S(C1C=CC(C)=CC=1)(O[CH2:37][CH2:38][F:39])(=O)=O. Product: [N:23]1[C:24]2[CH2:25][N:16]([CH2:15][C:13]3[N:14]=[C:10]4[N:11]([C:2]([NH2:1])=[N:3][C:4]5[C:5]([O:26][CH2:37][CH2:38][F:39])=[CH:6][CH:7]=[CH:8][C:9]=54)[N:12]=3)[CH2:17][CH2:18][C:19]=2[CH:20]=[CH:21][CH:22]=1. The catalyst class is: 85. (2) Reactant: [Cl:1][C:2]1[C:3]([O:16][C:17]2[CH:22]=[CH:21][C:20]([Cl:23])=[C:19]([C:24]([F:27])([F:26])[F:25])[CH:18]=2)=[CH:4][C:5]([F:15])=[C:6]([CH:14]=1)[C:7]([NH:9][S:10](=[O:13])(=[O:12])[NH2:11])=[O:8].[CH3:28][Si]([N-][Si](C)(C)C)(C)C.[Li+].IC. Product: [Cl:1][C:2]1[C:3]([O:16][C:17]2[CH:22]=[CH:21][C:20]([Cl:23])=[C:19]([C:24]([F:27])([F:26])[F:25])[CH:18]=2)=[CH:4][C:5]([F:15])=[C:6]([CH:14]=1)[C:7]([NH:9][S:10](=[O:12])(=[O:13])[NH:11][CH3:28])=[O:8]. The catalyst class is: 198. (3) Reactant: [CH2:1]([NH:4][C:5]([C:7]1[CH:12]=[CH:11][C:10]([NH:13][C:14]([CH3:19])([CH3:18])[C:15]([OH:17])=[O:16])=[CH:9][C:8]=1[F:20])=[O:6])[CH2:2][CH3:3].[C:21]([O-])([O-])=O.[K+].[K+].CI. Product: [CH2:1]([NH:4][C:5]([C:7]1[CH:12]=[CH:11][C:10]([NH:13][C:14]([CH3:19])([CH3:18])[C:15]([O:17][CH3:21])=[O:16])=[CH:9][C:8]=1[F:20])=[O:6])[CH2:2][CH3:3]. The catalyst class is: 18. (4) Reactant: [NH:1]1[C:9]2[C:4](=[CH:5][CH:6]=[CH:7][CH:8]=2)[C:3]([CH2:10][C@@H:11]2[NH:16][C:15]([C:17]3[CH:22]=[CH:21][C:20]([O:23][CH3:24])=[CH:19][C:18]=3[O:25][CH3:26])=[CH:14][S:13][C:12]2=[O:27])=[CH:2]1.N1C2C(=CC=CC=2)C(C[C@@H]2N=C(C3C=CC(OC)=CC=3OC)CSC2=O)=C1.C([BH3-])#N.[Na+].C(O)(=O)C. Product: [NH:1]1[C:9]2[C:4](=[CH:5][CH:6]=[CH:7][CH:8]=2)[C:3]([CH2:10][C@H:11]2[C:12](=[O:27])[S:13][CH2:14][CH:15]([C:17]3[CH:22]=[CH:21][C:20]([O:23][CH3:24])=[CH:19][C:18]=3[O:25][CH3:26])[NH:16]2)=[CH:2]1. The catalyst class is: 7.